This data is from Full USPTO retrosynthesis dataset with 1.9M reactions from patents (1976-2016). The task is: Predict the reactants needed to synthesize the given product. Given the product [Br:7][C:8]1[CH:9]=[CH:10][C:11]([O:6][CH2:3][C:4]#[CH:5])=[N:12][CH:13]=1, predict the reactants needed to synthesize it. The reactants are: [H-].[Na+].[CH2:3]([OH:6])[C:4]#[CH:5].[Br:7][C:8]1[CH:9]=[CH:10][C:11](F)=[N:12][CH:13]=1.O.